Dataset: Reaction yield outcomes from USPTO patents with 853,638 reactions. Task: Predict the reaction yield, written as a fraction of the theoretical maximum amount of product (1.0 means a 100% yield; for example, 0.34 means a 34% yield). (1) The reactants are [C:1]([OH:8])(=[O:7])[CH2:2][CH2:3][C:4]([OH:6])=[O:5].[F:9][C:10]1[CH:15]=[CH:14][C:13]([CH2:16][C:17]2[C:26]3[C:21](=[CH:22][CH:23]=[CH:24][CH:25]=3)[C:20](=[O:27])[NH:19][N:18]=2)=[CH:12][C:11]=1[N:28]1[C:32](=[O:33])[CH:31]([CH3:34])[N:30]([CH2:35][CH2:36][N:37]2[CH2:41][CH2:40][CH2:39][CH2:38]2)[C:29]1=[O:42]. The catalyst is CO. The product is [C:1]([OH:8])(=[O:7])[CH2:2][CH2:3][C:4]([OH:6])=[O:5].[F:9][C:10]1[CH:15]=[CH:14][C:13]([CH2:16][C:17]2[C:26]3[C:21](=[CH:22][CH:23]=[CH:24][CH:25]=3)[C:20](=[O:27])[NH:19][N:18]=2)=[CH:12][C:11]=1[N:28]1[C:32](=[O:33])[CH:31]([CH3:34])[N:30]([CH2:35][CH2:36][N:37]2[CH2:38][CH2:39][CH2:40][CH2:41]2)[C:29]1=[O:42]. The yield is 0.722. (2) The reactants are [O:1]=[S:2]1(=[O:18])[C:7]2[CH:8]=[C:9]([NH:12][S:13]([CH3:16])(=[O:15])=[O:14])[CH:10]=[CH:11][C:6]=2[NH:5]C(=O)[NH:3]1. The catalyst is Cl.O. The product is [NH2:5][C:6]1[CH:11]=[CH:10][C:9]([NH:12][S:13]([CH3:16])(=[O:14])=[O:15])=[CH:8][C:7]=1[S:2]([NH2:3])(=[O:1])=[O:18]. The yield is 0.450. (3) The reactants are [CH:1]1([C:4](Cl)=[O:5])[CH2:3][CH2:2]1.[Br:7][C:8]1[CH:13]=[CH:12][N:11]=[C:10]([NH2:14])[CH:9]=1.O. The catalyst is C1COCC1. The product is [Br:7][C:8]1[CH:13]=[CH:12][N:11]=[C:10]([NH:14][C:4]([CH:1]2[CH2:3][CH2:2]2)=[O:5])[CH:9]=1. The yield is 0.410. (4) The reactants are [CH2:1]([C:5]1[N:6]=[C:7]([CH2:27][OH:28])[NH:8][C:9](=[O:26])[C:10]=1[CH2:11][C:12]1[CH:17]=[CH:16][C:15]([C:18]2[C:19]([C:24]#[N:25])=[CH:20][CH:21]=[CH:22][CH:23]=2)=[CH:14][CH:13]=1)[CH2:2][CH2:3][CH3:4].C(=O)([O-])[O-].[Cs+].[Cs+].Br.Br[CH2:37][C:38]1[CH:43]=[CH:42][CH:41]=[CH:40][N:39]=1.CN(C)C=O. The catalyst is C(OCC)(=O)C. The product is [CH2:1]([C:5]1[N:6]=[C:7]([CH2:27][OH:28])[N:8]([CH2:37][C:38]2[CH:43]=[CH:42][CH:41]=[CH:40][N:39]=2)[C:9](=[O:26])[C:10]=1[CH2:11][C:12]1[CH:17]=[CH:16][C:15]([C:18]2[C:19]([C:24]#[N:25])=[CH:20][CH:21]=[CH:22][CH:23]=2)=[CH:14][CH:13]=1)[CH2:2][CH2:3][CH3:4]. The yield is 0.500. (5) The reactants are Cl[C:2]1[N:7]=[N:6][C:5]([O:8][CH:9]2[CH2:14][CH2:13][O:12][CH2:11][CH2:10]2)=[C:4]([N:15]2[CH2:20][CH2:19][O:18][CH2:17][CH2:16]2)[CH:3]=1.[CH3:21][C:22]1[N:27]=[CH:26][C:25]([NH2:28])=[CH:24][C:23]=1B1OC(C)(C)C(C)(C)O1.C([O-])([O-])=O.[Na+].[Na+].C(Cl)Cl. The catalyst is COCCOC. The product is [CH3:21][C:22]1[N:27]=[CH:26][C:25]([NH2:28])=[CH:24][C:23]=1[C:2]1[N:7]=[N:6][C:5]([O:8][CH:9]2[CH2:14][CH2:13][O:12][CH2:11][CH2:10]2)=[C:4]([N:15]2[CH2:20][CH2:19][O:18][CH2:17][CH2:16]2)[CH:3]=1. The yield is 0.400. (6) The reactants are [Cl:1][C:2]1[N:3]=[CH:4][C:5]2[CH:10]=[CH:9][N:8]([CH2:11][C:12]([OH:14])=O)[C:6]=2[N:7]=1.CN(C(ON1N=N[C:25]2C=[CH:27][CH:28]=[N:29][C:24]1=2)=[N+](C)C)C.F[P-](F)(F)(F)(F)F.[OH2:39]. The catalyst is C(Cl)Cl. The product is [Cl:1][C:2]1[N:3]=[CH:4][C:5]2[CH:10]=[CH:9][N:8]([CH2:11][C:12]([N:29]3[CH2:24][CH2:25][O:39][CH2:27][CH2:28]3)=[O:14])[C:6]=2[N:7]=1. The yield is 0.800. (7) The reactants are [Cl:1][C:2]1[CH:3]=[C:4]([OH:8])[CH:5]=[CH:6][CH:7]=1.CC1C=CC(S(O[CH2:20][CH2:21][CH2:22][NH:23][C:24]2[C:25](=[O:41])[N:26]([C:37]([CH3:40])([CH3:39])[CH3:38])[S:27](=[O:36])(=[O:35])[C:28]=2[C:29]2[CH:34]=[CH:33][CH:32]=[CH:31][CH:30]=2)(=O)=O)=CC=1. No catalyst specified. The product is [C:37]([N:26]1[C:25](=[O:41])[C:24]([NH:23][CH2:22][CH2:21][CH2:20][O:8][C:4]2[CH:5]=[CH:6][CH:7]=[C:2]([Cl:1])[CH:3]=2)=[C:28]([C:29]2[CH:30]=[CH:31][CH:32]=[CH:33][CH:34]=2)[S:27]1(=[O:35])=[O:36])([CH3:38])([CH3:39])[CH3:40]. The yield is 0.720.